This data is from CYP2D6 inhibition data for predicting drug metabolism from PubChem BioAssay. The task is: Regression/Classification. Given a drug SMILES string, predict its absorption, distribution, metabolism, or excretion properties. Task type varies by dataset: regression for continuous measurements (e.g., permeability, clearance, half-life) or binary classification for categorical outcomes (e.g., BBB penetration, CYP inhibition). Dataset: cyp2d6_veith. (1) The drug is CC(C)NC(=O)c1n[nH]c(=O)c2ccccc12. The result is 0 (non-inhibitor). (2) The drug is O=C(CN1C(=O)C2C3C=CC(C3)C2C1=O)NC1CCCc2ccccc21. The result is 1 (inhibitor). (3) The molecule is Cc1cccc(Nc2ccccc2C(=O)OCC(=O)NCc2ccco2)c1C. The result is 0 (non-inhibitor). (4) The compound is O=c1ccn(-c2cccc(C(F)(F)F)c2)nc1-c1ccn(-c2ccccc2F)n1. The result is 0 (non-inhibitor). (5) The result is 0 (non-inhibitor). The molecule is CCOC(=O)n1c(=O)n(Cc2c(Cl)cccc2Cl)c2ccccc21. (6) The molecule is C[N+](C)(C)CC#CCOC(=O)Nc1cccc(Cl)c1. The result is 0 (non-inhibitor). (7) The drug is CCOC(=O)c1ccc(S(=O)(=O)N2CCN(C)CC2)cc1. The result is 0 (non-inhibitor). (8) The compound is CCNc1ncc2ncc(=O)n(Cc3cccs3)c2n1. The result is 1 (inhibitor).